Task: Regression. Given two drug SMILES strings and cell line genomic features, predict the synergy score measuring deviation from expected non-interaction effect.. Dataset: NCI-60 drug combinations with 297,098 pairs across 59 cell lines Drug 1: CC1=CC2C(CCC3(C2CCC3(C(=O)C)OC(=O)C)C)C4(C1=CC(=O)CC4)C. Drug 2: CN(C(=O)NC(C=O)C(C(C(CO)O)O)O)N=O. Cell line: SF-268. Synergy scores: CSS=4.00, Synergy_ZIP=1.05, Synergy_Bliss=0.130, Synergy_Loewe=-4.94, Synergy_HSA=-4.44.